This data is from Catalyst prediction with 721,799 reactions and 888 catalyst types from USPTO. The task is: Predict which catalyst facilitates the given reaction. (1) Reactant: [CH3:1][O:2][CH2:3][C@@H:4]([N:6]1[C:14]2[C:9](=[N:10][C:11]([C:16]3[CH:21]=[CH:20][C:19]([O:22][C:23]([F:26])([F:25])[F:24])=[CH:18][C:17]=3[O:27][CH3:28])=[C:12]([CH3:15])[CH:13]=2)[CH:8]=[CH:7]1)[CH3:5].[CH2:29]1[C:34](=[O:35])[N:33]([Cl:36])[C:31](=[O:32])[CH2:30]1. Product: [Cl:36][C:8]1[C:9]2=[N:10][C:11]([C:16]3[CH:21]=[CH:20][C:19]([O:22][C:23]([F:26])([F:24])[F:25])=[CH:18][C:17]=3[O:27][CH3:28])=[C:12]([CH3:15])[CH:13]=[C:14]2[N:6]([C@@H:4]([CH3:5])[CH2:3][O:2][CH3:1])[CH:7]=1.[CH3:1][O:2][CH2:3][C@@H:4]([N:6]1[C:14]2[C:9](=[N:10][C:11]([C:16]3[CH:21]=[CH:20][C:19]([O:22][C:23]([F:26])([F:24])[F:25])=[CH:18][C:17]=3[O:27][CH3:28])=[C:12]([CH3:15])[C:13]=2[N:33]2[C:34](=[O:35])[CH2:29][CH2:30][C:31]2=[O:32])[CH:8]=[CH:7]1)[CH3:5]. The catalyst class is: 22. (2) Product: [CH2:1]([O:3][C:4](=[O:14])[C:5]1[CH:10]=[CH:9][C:8]([Br:11])=[C:7]([CH2:12][NH:22][CH2:15][C:16]2[CH:21]=[CH:20][CH:19]=[CH:18][CH:17]=2)[CH:6]=1)[CH3:2]. Reactant: [CH2:1]([O:3][C:4](=[O:14])[C:5]1[CH:10]=[CH:9][C:8]([Br:11])=[C:7]([CH:12]=O)[CH:6]=1)[CH3:2].[CH2:15]([NH2:22])[C:16]1[CH:21]=[CH:20][CH:19]=[CH:18][CH:17]=1.C([BH3-])#N.[Na+].C(O)(=O)C. The catalyst class is: 14. (3) Reactant: [Cl:1][C:2]1[C:3]([OH:11])=[C:4]([CH:7]=[C:8]([F:10])[CH:9]=1)[C:5]#[N:6].C(=O)([O-])[O-].[K+].[K+].Cl[CH2:19][C:20]#[N:21]. Product: [Cl:1][C:2]1[C:3]([O:11][CH2:19][C:20]#[N:21])=[C:4]([CH:7]=[C:8]([F:10])[CH:9]=1)[C:5]#[N:6]. The catalyst class is: 60.